This data is from Experimentally validated miRNA-target interactions with 360,000+ pairs, plus equal number of negative samples. The task is: Binary Classification. Given a miRNA mature sequence and a target amino acid sequence, predict their likelihood of interaction. The miRNA is hsa-miR-223-3p with sequence UGUCAGUUUGUCAAAUACCCCA. The protein sequence of the target gene is MGRSNSRSHSSRSKSRSQSSSRSRSRSHSRKKRYSSRSRSRTYSRSRSRDRMYSRDYRRDYRNNRGMRRPYGYRGRGRGYYQGGGGRYHRGGYRPVWNRRHSRSPRRGRSRSRSPKRRSVSSQRSRSRSRRSYRSSRSPRSSSSRSSSPYSKSPVSKRRGSQEKQTKKAEGEPQEESPLKSKSQEEPKDTFEHDPSESIDEFNKSSATSGDIWPGLSAYDNSPRSPHSPSPIATPPSQSSSCSDAPMLSTVHSAKNTPSQHSHSIQHSPERSGSGSVGNGSSRYSPSQNSPIHHIPSRRS.... Result: 0 (no interaction).